From a dataset of Full USPTO retrosynthesis dataset with 1.9M reactions from patents (1976-2016). Predict the reactants needed to synthesize the given product. Given the product [C:12]([O:15][C:16]([N:1]1[C:9]2[C:4](=[CH:5][CH:6]=[CH:7][CH:8]=2)[CH2:3][C:2]1=[O:10])=[O:17])([CH3:14])([CH3:13])[CH3:11], predict the reactants needed to synthesize it. The reactants are: [NH:1]1[C:9]2[C:4](=[CH:5][CH:6]=[CH:7][CH:8]=2)[CH2:3][C:2]1=[O:10].[CH3:11][C:12]([O:15][C:16](O[C:16]([O:15][C:12]([CH3:14])([CH3:13])[CH3:11])=[O:17])=[O:17])([CH3:14])[CH3:13].